The task is: Binary Classification. Given two protein amino acid sequences, predict whether they physically interact or not.. This data is from Human Reference Interactome with 51,813 positive PPI pairs across 8,248 proteins, plus equal number of experimentally-validated negative pairs. (1) Protein 1 (ENSG00000172380) has sequence MSSKTASTNNIAQARRTVQQLRLEASIERIKVSKASADLMSYCEEHARSDPLLIGIPTSENPFKDKKTCIIL*. Protein 2 (ENSG00000132128) has sequence MAAPEAWRARSCWFCEVAAATTMEATSREAAPAKSSASGPNAPPALFELCGRAVSAHMGVLESGVWALPGPILQSILPLLNIYYLERIEETALKKGLSTQAIWRRLWDELMKTRPSSLESVTCWRAKFMEAFFSHVLRGTIDVSSDRRLCDQRFSPLLHSSRHVRQLTICNMLQGATELVAEPNRRVLETLASSLHTLKFRHLLFSDVAAQQSLRQLLHQLIHHGAVSQVSLYSWPVPESALFILILTMSAGFWQPGPGGPPCRLCGEASRGRAPSRDEGSLLLGSRRPRRDAAERCAAA.... Result: 0 (the proteins do not interact). (2) Protein 1 (ENSG00000213809) has sequence MGWIRGRRSRHSWEMSEFHNYNLDLKKSDFSTRWQKQRCPVVKSKCRENASPFFFCCFIAVAMGIRFIIMVTIWSAVFLNSLFNQEVQIPLTESYCGPCPKNWICYKNNCYQFFDESKNWYESQASCMSQNASLLKVYSKEDQDLLKLVKSYHWMGLVHIPTNGSWQWEDGSILSPNLLTIIEMQKGDCALYASSFKGYIENCSTPNTYICMQRTV*MGWIRGRRSRHSWEMSEFHNYNLDLKKSDFSTRWQKQRCPVVKSKCRENASPFFFCCFIAVAMGIRFIIMVTIWSAVFLN*. Protein 2 (ENSG00000198435) has sequence MSQAELSTCSAPQTQRIFQEAVRKGNTQELQSLLQNMTNCEFNVNSFGPEGQTALHQSVIDGNLELVKLLVKFGADIRLANRDGWSALHIAAFGGHQDIVLYLITKAKYAASGR*. Result: 0 (the proteins do not interact).